Dataset: Catalyst prediction with 721,799 reactions and 888 catalyst types from USPTO. Task: Predict which catalyst facilitates the given reaction. (1) Product: [CH3:1][C:2]1[CH:3]=[C:4]([NH:16][C:17]2[C:26]3[C:21](=[CH:22][CH:23]=[C:24]([NH:27][C:28]4[O:32][CH2:31][C:30]5([CH2:37][CH2:36][N:35]([C:38](=[O:40])[CH3:39])[CH2:34][CH2:33]5)[N:29]=4)[CH:25]=3)[N:20]=[CH:19][N:18]=2)[CH:5]=[CH:6][C:7]=1[O:8][C:9]1[CH:10]=[N:11][C:12]([CH3:15])=[CH:13][CH:14]=1. The catalyst class is: 298. Reactant: [CH3:1][C:2]1[CH:3]=[C:4]([NH:16][C:17]2[C:26]3[C:21](=[CH:22][CH:23]=[C:24]([NH:27][C:28]4[O:32][CH2:31][C:30]5([CH2:37][CH2:36][NH:35][CH2:34][CH2:33]5)[N:29]=4)[CH:25]=3)[N:20]=[CH:19][N:18]=2)[CH:5]=[CH:6][C:7]=1[O:8][C:9]1[CH:10]=[N:11][C:12]([CH3:15])=[CH:13][CH:14]=1.[C:38](OC(=O)C)(=[O:40])[CH3:39]. (2) Reactant: Br[CH2:2][C:3]#[N:4].[Cl:5][C:6]1[CH:7]=[C:8]([NH:13][C:14]2[C:23]3[C:18](=[CH:19][C:20]([OH:26])=[C:21]([O:24][CH3:25])[CH:22]=3)[N:17]=[CH:16][N:15]=2)[CH:9]=[CH:10][C:11]=1[Cl:12].C(=O)([O-])[O-].[K+].[K+]. Product: [Cl:5][C:6]1[CH:7]=[C:8]([NH:13][C:14]2[C:23]3[C:18](=[CH:19][C:20]([O:26][CH2:2][C:3]#[N:4])=[C:21]([O:24][CH3:25])[CH:22]=3)[N:17]=[CH:16][N:15]=2)[CH:9]=[CH:10][C:11]=1[Cl:12]. The catalyst class is: 3. (3) Reactant: [N+:1]([C:4]1[CH:12]=[CH:11][C:10]2[NH:9][CH:8]3[CH2:13][CH2:14][NH:15][CH2:16][CH:7]3[C:6]=2[CH:5]=1)([O-:3])=[O:2].C(N(CC)CC)C.[O:24]1[CH2:29][CH2:28][C:27](=O)[CH2:26][CH2:25]1.C([BH3-])#N.[Na+]. Product: [N+:1]([C:4]1[CH:12]=[CH:11][C:10]2[NH:9][CH:8]3[CH2:13][CH2:14][N:15]([CH:27]4[CH2:28][CH2:29][O:24][CH2:25][CH2:26]4)[CH2:16][CH:7]3[C:6]=2[CH:5]=1)([O-:3])=[O:2]. The catalyst class is: 5. (4) Reactant: [CH2:1]([C:3]1[CH:4]=[C:5]([C:10]([OH:12])=O)[S:6][C:7]=1[CH:8]=[O:9])[CH3:2].C1C=CC2N(O)N=NC=2C=1.CCN=C=NCCCN(C)C.Cl.[CH3:35][C:36]1([CH3:56])[O:40][C@@H:39]([CH2:41][O:42][C:43]2[C:52]([CH3:53])=[CH:51][C:46]([C:47]([NH:49]O)=[NH:48])=[CH:45][C:44]=2[CH2:54][CH3:55])[CH2:38][O:37]1. Product: [CH3:35][C:36]1([CH3:56])[O:40][C@@H:39]([CH2:41][O:42][C:43]2[C:52]([CH3:53])=[CH:51][C:46]([C:47]3[N:49]=[C:10]([C:5]4[S:6][C:7]([CH:8]=[O:9])=[C:3]([CH2:1][CH3:2])[CH:4]=4)[O:12][N:48]=3)=[CH:45][C:44]=2[CH2:54][CH3:55])[CH2:38][O:37]1. The catalyst class is: 3. (5) Reactant: [CH2:1]([N:3]([C@H:27]1[CH2:32][CH2:31][C@H:30]([NH:33][CH2:34][C:35]([F:38])([F:37])[F:36])[CH2:29][CH2:28]1)[C:4]1[C:19]2[CH2:18][CH:17]=[CH:16][CH2:15][CH2:14][C:13]3[CH:20]=[C:21]([CH3:25])[NH:22][C:23](=[O:24])[C:12]=3[CH2:11][NH:10][C:9](=[O:26])[C:8]=2[CH:7]=[CH:6][CH:5]=1)[CH3:2].[BH-](OC(C)=O)(OC(C)=O)O[C:41](C)=O.[Na+].C=O.CC(O)=O. Product: [CH2:1]([N:3]([C@H:27]1[CH2:32][CH2:31][C@H:30]([N:33]([CH3:41])[CH2:34][C:35]([F:37])([F:38])[F:36])[CH2:29][CH2:28]1)[C:4]1[C:19]2[CH2:18][CH:17]=[CH:16][CH2:15][CH2:14][C:13]3[CH:20]=[C:21]([CH3:25])[NH:22][C:23](=[O:24])[C:12]=3[CH2:11][NH:10][C:9](=[O:26])[C:8]=2[CH:7]=[CH:6][CH:5]=1)[CH3:2]. The catalyst class is: 5. (6) Reactant: [OH:1][C:2]1[C:3]([CH2:15][C:16]([CH3:18])=[CH2:17])=[C:4]([CH:9]=[CH:10][C:11]=1[N+:12]([O-:14])=[O:13])[C:5]([O:7][CH3:8])=[O:6].FC(F)(F)S(O)(=O)=O. Product: [CH3:17][C:16]1([CH3:18])[CH2:15][C:3]2=[C:4]([C:5]([O:7][CH3:8])=[O:6])[CH:9]=[CH:10][C:11]([N+:12]([O-:14])=[O:13])=[C:2]2[O:1]1. The catalyst class is: 26. (7) Reactant: [CH2:1]([N:3]1[C:7]([C:8]2[CH:13]=[CH:12][C:11]([N+:14]([O-:16])=[O:15])=[C:10]([CH3:17])[CH:9]=2)=[N:6][C:5]([C:18]2[CH:23]=[N:22][CH:21]=[CH:20][N:19]=2)=[N:4]1)[CH3:2].[Cl:24][C:25]1[CH:32]=[CH:31][CH:30]=[C:29]([F:33])[C:26]=1[CH:27]=[O:28].C1CCN2C(=NCCC2)CC1. Product: [Cl:24][C:25]1[CH:32]=[CH:31][CH:30]=[C:29]([F:33])[C:26]=1[CH:27]([OH:28])[CH2:17][C:10]1[CH:9]=[C:8]([C:7]2[N:3]([CH2:1][CH3:2])[N:4]=[C:5]([C:18]3[CH:23]=[N:22][CH:21]=[CH:20][N:19]=3)[N:6]=2)[CH:13]=[CH:12][C:11]=1[N+:14]([O-:16])=[O:15]. The catalyst class is: 16. (8) Reactant: N1CCCCC1.[CH2:7]([O:13][C:14]1[CH:15]=[C:16]([CH:19]=[CH:20][C:21]=1[O:22][CH3:23])[CH:17]=O)[CH2:8][CH2:9][CH2:10][C:11]#[CH:12].C([CH2:27][C:28]([NH:30][C:31]1[CH:39]=[CH:38][CH:37]=[CH:36][C:32]=1[C:33]([OH:35])=[O:34])=[O:29])(O)=O.Cl. The catalyst class is: 11. Product: [CH2:7]([O:13][C:14]1[CH:15]=[C:16](/[CH:17]=[CH:27]/[C:28]([NH:30][C:31]2[CH:39]=[CH:38][CH:37]=[CH:36][C:32]=2[C:33]([OH:35])=[O:34])=[O:29])[CH:19]=[CH:20][C:21]=1[O:22][CH3:23])[CH2:8][CH2:9][CH2:10][C:11]#[CH:12]. (9) Reactant: [CH3:1][N:2](C=O)C.P(Cl)(Cl)(Cl)=O.[F:11][C:12]1[CH:17]=[C:16]([F:18])[CH:15]=[CH:14][C:13]=1[C:19](=O)[CH2:20][C:21]1[CH:22]=[CH:23][C:24]2[N:25]([C:27]([CH:30]([CH3:32])[CH3:31])=[N:28][N:29]=2)[N:26]=1.Cl.NO.C([O-])(O)=O.[Na+].[NH:42]([CH2:44][CH2:45][OH:46])[NH2:43]. Product: [NH2:2][C:1]1[N:42]([CH2:44][CH2:45][OH:46])[N:43]=[C:19]([C:13]2[CH:14]=[CH:15][C:16]([F:18])=[CH:17][C:12]=2[F:11])[C:20]=1[C:21]1[CH:22]=[CH:23][C:24]2[N:25]([C:27]([CH:30]([CH3:32])[CH3:31])=[N:28][N:29]=2)[N:26]=1. The catalyst class is: 373. (10) Reactant: [CH:1]([C:4]1[CH:28]=[CH:27][C:7]([O:8][C:9]([CH3:26])([CH2:15][C:16]2[CH:21]=[CH:20][C:19]([O:22][CH2:23][CH2:24][OH:25])=[CH:18][CH:17]=2)[C:10]([O:12][CH2:13][CH3:14])=[O:11])=[CH:6][CH:5]=1)([CH3:3])[CH3:2].[CH3:29][S:30](Cl)(=[O:32])=[O:31]. Product: [CH:1]([C:4]1[CH:28]=[CH:27][C:7]([O:8][C:9]([CH3:26])([CH2:15][C:16]2[CH:17]=[CH:18][C:19]([O:22][CH2:23][CH2:24][O:25][S:30]([CH3:29])(=[O:32])=[O:31])=[CH:20][CH:21]=2)[C:10]([O:12][CH2:13][CH3:14])=[O:11])=[CH:6][CH:5]=1)([CH3:2])[CH3:3]. The catalyst class is: 66.